Task: Predict which catalyst facilitates the given reaction.. Dataset: Catalyst prediction with 721,799 reactions and 888 catalyst types from USPTO (1) Reactant: C(N(CC)CC)C.[NH2:8][C:9]1[CH:18]=[C:17]2[C:12]([CH2:13][CH:14](Cl)[C:15](=[O:19])[NH:16]2)=[CH:11][CH:10]=1. Product: [NH2:8][C:9]1[CH:18]=[C:17]2[C:12]([CH:13]=[CH:14][C:15](=[O:19])[NH:16]2)=[CH:11][CH:10]=1. The catalyst class is: 7. (2) Reactant: Cl.[NH2:2][C@@H:3]([CH2:11][CH2:12][CH2:13][CH2:14][NH:15][C:16]([O:18][C:19]([CH3:22])([CH3:21])[CH3:20])=[O:17])[C:4]([O:6][C:7]([CH3:10])([CH3:9])[CH3:8])=[O:5].CCN(CC)CC.[C:30](N1C=CN=C1)(N1C=CN=C1)=[O:31].FC(F)(F)C(O)=O.[NH2:49][C@H:50]([CH2:54][CH:55]1[CH2:60][CH2:59][CH2:58][CH2:57][CH2:56]1)[C:51]([OH:53])=[O:52].[N-]1C=CN=C1. Product: [C:19]([O:18][C:16]([NH:15][CH2:14][CH2:13][CH2:12][CH2:11][C@H:3]([NH:2][C:30]([NH:49][C@@H:50]([C:51]([OH:53])=[O:52])[CH2:54][CH:55]1[CH2:60][CH2:59][CH2:58][CH2:57][CH2:56]1)=[O:31])[C:4]([O:6][C:7]([CH3:10])([CH3:9])[CH3:8])=[O:5])=[O:17])([CH3:22])([CH3:21])[CH3:20]. The catalyst class is: 3. (3) Reactant: [CH3:1][C:2]([C:6]1[CH:11]=[CH:10][C:9]([SH:12])=[CH:8][CH:7]=1)([CH3:5])[CH2:3][CH3:4].[H-].[Na+].[C:15]([O:19][C:20]([N:22]1[CH2:28][CH2:27][C:26]2[C:29]([CH2:34]Cl)=[C:30]([Cl:33])[CH:31]=[CH:32][C:25]=2[CH2:24][CH2:23]1)=[O:21])([CH3:18])([CH3:17])[CH3:16].[I-].[Na+]. Product: [C:15]([O:19][C:20]([N:22]1[CH2:28][CH2:27][C:26]2[C:29]([CH2:34][S:12][C:9]3[CH:8]=[CH:7][C:6]([C:2]([CH3:1])([CH3:5])[CH2:3][CH3:4])=[CH:11][CH:10]=3)=[C:30]([Cl:33])[CH:31]=[CH:32][C:25]=2[CH2:24][CH2:23]1)=[O:21])([CH3:18])([CH3:17])[CH3:16]. The catalyst class is: 3. (4) Reactant: [CH3:1][C:2]1[C:6]([C:7]2[CH:12]=[C:11]([C:13]3[C:14]([CH3:19])=[N:15][O:16][C:17]=3[CH3:18])[CH:10]=[C:9]([NH2:20])[C:8]=2[NH2:21])=[C:5]([CH3:22])[NH:4][N:3]=1.F[CH:24](F)[C:25](OC(=O)C(F)F)=O.C(O)(C(F)(F)F)=O. Product: [CH3:1][C:2]1[C:6]([C:7]2[C:8]3[NH:21][C:24]([CH3:25])=[N:20][C:9]=3[CH:10]=[C:11]([C:13]3[C:14]([CH3:19])=[N:15][O:16][C:17]=3[CH3:18])[CH:12]=2)=[C:5]([CH3:22])[NH:4][N:3]=1. The catalyst class is: 2.